This data is from Full USPTO retrosynthesis dataset with 1.9M reactions from patents (1976-2016). The task is: Predict the reactants needed to synthesize the given product. (1) Given the product [F:18][C:19]1[CH:25]=[C:24]([F:26])[CH:23]=[CH:22][C:20]=1[NH:21][C:1](=[O:10])[CH:2]=[CH:3][C:4]1[CH:9]=[CH:8][CH:7]=[CH:6][CH:5]=1, predict the reactants needed to synthesize it. The reactants are: [C:1](Cl)(=[O:10])[CH:2]=[CH:3][C:4]1[CH:9]=[CH:8][CH:7]=[CH:6][CH:5]=1.N1C=CC=CC=1.[F:18][C:19]1[CH:25]=[C:24]([F:26])[CH:23]=[CH:22][C:20]=1[NH2:21].C([O-])(O)=O.[Na+]. (2) Given the product [CH2:15]([O:21][C:19]([NH:1][C:2]1[CH:3]=[C:4]2[C:8](=[CH:9][CH:10]=1)[N:7]([C:25]([O:27][CH2:28][C:29]1[CH:34]=[CH:33][CH:32]=[CH:31][CH:30]=1)=[O:26])[CH:6]([C:11]([O:13][CH3:14])=[O:12])[CH2:5]2)=[O:22])[C:16]1[CH:18]=[CH:9][CH:10]=[CH:2][CH:3]=1, predict the reactants needed to synthesize it. The reactants are: [NH2:1][C:2]1[CH:3]=[C:4]2[C:8](=[CH:9][CH:10]=1)[NH:7][CH:6]([C:11]([O:13][CH3:14])=[O:12])[CH2:5]2.[CH3:15][C:16]([CH3:18])=O.[C:19]([O-:22])([OH:21])=O.[Na+].Cl[C:25]([O:27][CH2:28][C:29]1[CH:34]=[CH:33][CH:32]=[CH:31][CH:30]=1)=[O:26]. (3) Given the product [CH3:15][C:16]1[CH2:17][C:18](=[O:19])[N:1]([CH2:3][CH2:4][O:5][CH2:6][CH2:7][O:8][CH2:9][CH2:10][C:11]([OH:13])=[O:12])[N:2]=1, predict the reactants needed to synthesize it. The reactants are: [NH:1]([CH2:3][CH2:4][O:5][CH2:6][CH2:7][O:8][CH2:9][CH2:10][C:11]([OH:13])=[O:12])[NH2:2].C[C:15](C)(C)[C:16](=O)[CH2:17][C:18](OCC)=[O:19].